This data is from Catalyst prediction with 721,799 reactions and 888 catalyst types from USPTO. The task is: Predict which catalyst facilitates the given reaction. (1) Reactant: [CH3:1][S@@:2]([CH2:4][CH2:5][CH2:6][O:7][CH2:8][C:9]1[CH:14]=[CH:13][CH:12]=[CH:11][CH:10]=1)=[O:3].[S:15](N)([C:18]1[CH:26]=[CH:25][C:21]([N+:22]([O-:24])=[O:23])=[CH:20][CH:19]=1)(=[O:17])=[O:16].CCCCCC. Product: [S:15]([C:18]1[CH:26]=[CH:25][C:21]([N+:22]([O-:24])=[O:23])=[CH:20][CH:19]=1)([OH:3])(=[O:17])=[O:16].[CH3:1][S@:2]([CH2:4][CH2:5][CH2:6][O:7][CH2:8][C:9]1[CH:14]=[CH:13][CH:12]=[CH:11][CH:10]=1)(=[NH:22])=[O:3]. The catalyst class is: 2. (2) Reactant: Cl[CH2:2][C:3]([O:5][C:6]([CH3:18])([CH2:8][CH2:9][C:10]([O:13][C:14](=[O:17])[CH2:15]Cl)([CH3:12])[CH3:11])[CH3:7])=[O:4].[CH2:19]([CH2:21][NH2:22])[OH:20]. Product: [OH:20][CH2:19][CH2:21][NH:22][CH2:2][C:3]([O:5][C:6]([CH3:18])([CH2:8][CH2:9][C:10]([O:13][C:14](=[O:17])[CH2:15][NH:22][CH2:21][CH2:19][OH:20])([CH3:12])[CH3:11])[CH3:7])=[O:4]. The catalyst class is: 2. (3) Reactant: [C:1]1([N:7]2[C:12](=O)C3SC=C(C4C=CC=CC=4)C=3N=C2)[CH:6]=[CH:5][CH:4]=[CH:3][CH:2]=1.[NH2:23][C:24]1[C:28]([C:29]2[CH:34]=[CH:33][CH:32]=[CH:31][C:30]=2[F:35])=[CH:27][S:26][C:25]=1[C:36]([O:38]C)=O.C(OCC)(OCC)OCC.[Cl:50]C1C=C(C=CC=1)N. Product: [Cl:50][C:3]1[CH:2]=[C:1]([N:7]2[C:36](=[O:38])[C:25]3[S:26][CH:27]=[C:28]([C:29]4[CH:34]=[CH:33][CH:32]=[CH:31][C:30]=4[F:35])[C:24]=3[N:23]=[CH:12]2)[CH:6]=[CH:5][CH:4]=1. The catalyst class is: 15.